Task: Predict the reactants needed to synthesize the given product.. Dataset: Full USPTO retrosynthesis dataset with 1.9M reactions from patents (1976-2016) (1) Given the product [C:2]1([NH2:1])[C:3]([NH2:15])=[CH:4][CH:5]=[C:6]2[C:11]=1[CH:10]=[CH:9][CH:8]=[CH:7]2, predict the reactants needed to synthesize it. The reactants are: [NH2:1][C:2]1[C:11]2[C:6](=[C:7](N)[CH:8]=[CH:9][CH:10]=2)[CH:5]=[CH:4][CH:3]=1.CC[N:15](CC)CC. (2) Given the product [CH3:16][C:15]1[N:6]2[C:5]3[CH:10]=[CH:11][CH:12]=[CH:13][C:4]=3[NH:3][C:2]([CH3:14])([CH3:1])[CH2:8][C:7]2=[N:19][N:18]=1, predict the reactants needed to synthesize it. The reactants are: [CH3:1][C:2]1([CH3:14])[CH2:8][C:7](=S)[NH:6][C:5]2[CH:10]=[CH:11][CH:12]=[CH:13][C:4]=2[NH:3]1.[C:15]([NH:18][NH2:19])(=O)[CH3:16]. (3) Given the product [C:20]([O:19][C:17]([NH:1][CH2:2][C@H:3]1[CH2:7][CH2:6][C@@H:5]([C:8]([OH:10])=[O:9])[CH2:4]1)=[O:18])([CH3:23])([CH3:22])[CH3:21], predict the reactants needed to synthesize it. The reactants are: [NH2:1][CH2:2][C@H:3]1[CH2:7][CH2:6][C@@H:5]([C:8]([OH:10])=[O:9])[CH2:4]1.C([O-])([O-])=O.[Na+].[Na+].[C:17](O[C:17]([O:19][C:20]([CH3:23])([CH3:22])[CH3:21])=[O:18])([O:19][C:20]([CH3:23])([CH3:22])[CH3:21])=[O:18].Cl. (4) Given the product [Br:15][C:12]1[CH:11]=[C:4]([CH:3]=[C:2](/[CH:24]=[CH:25]/[CH2:26][O:27][CH3:28])[C:13]=1[CH3:14])[C:5]([NH:7][CH:8]1[CH2:10][CH2:9]1)=[O:6], predict the reactants needed to synthesize it. The reactants are: Br[C:2]1[CH:3]=[C:4]([CH:11]=[C:12]([Br:15])[C:13]=1[CH3:14])[C:5]([NH:7][CH:8]1[CH2:10][CH2:9]1)=[O:6].CC1(C)C(C)(C)OB(/[CH:24]=[CH:25]/[CH2:26][O:27][CH3:28])O1.C([O-])([O-])=O.[Na+].[Na+]. (5) Given the product [NH:12]([C:10](=[O:11])[CH:9]([C:19]1[CH:27]=[CH:26][C:22]([C:23]([NH:29][C:30]2[C:34]([NH:35][C:36](=[O:42])[O:37][CH2:38][CH2:41][CH2:49][CH3:50])=[CH:33][N:32]([C:43]3[CH:44]=[CH:45][CH:46]=[CH:47][CH:48]=3)[N:31]=2)=[O:25])=[CH:21][CH:20]=1)[C:8]([NH:1][C:2]1[CH:7]=[CH:6][CH:5]=[CH:4][CH:3]=1)=[O:28])[C:13]1[CH:18]=[CH:17][CH:16]=[CH:15][CH:14]=1, predict the reactants needed to synthesize it. The reactants are: [NH:1]([C:8](=[O:28])[CH:9]([C:19]1[CH:27]=[CH:26][C:22]([C:23]([OH:25])=O)=[CH:21][CH:20]=1)[C:10]([NH:12][C:13]1[CH:18]=[CH:17][CH:16]=[CH:15][CH:14]=1)=[O:11])[C:2]1[CH:7]=[CH:6][CH:5]=[CH:4][CH:3]=1.[NH2:29][C:30]1[C:34]([NH:35][C:36](=[O:42])[O:37][C:38]([CH3:41])(C)C)=[CH:33][N:32]([C:43]2[CH:48]=[CH:47][CH:46]=[CH:45][CH:44]=2)[N:31]=1.[CH:49](N(CC)C(C)C)(C)[CH3:50].F[P-](F)(F)(F)(F)F.N1(O[P+](C(C)C)(C(C)C)C(C)C)C2C=CC=CC=2N=N1. (6) Given the product [I:25][C:2]1[CH:11]=[C:10]([S:12]([CH3:15])(=[O:14])=[O:13])[CH:9]=[CH:8][C:3]=1[C:4]([O:6][CH3:7])=[O:5], predict the reactants needed to synthesize it. The reactants are: N[C:2]1[CH:11]=[C:10]([S:12]([CH3:15])(=[O:14])=[O:13])[CH:9]=[CH:8][C:3]=1[C:4]([O:6][CH3:7])=[O:5].S(=O)(=O)(O)O.N([O-])=O.[Na+].[I-:25].[K+]. (7) Given the product [NH2:33][C:29]1([CH2:28][NH:27][C:2]2[C:11]3[C:6](=[CH:7][CH:8]=[C:9]([Cl:12])[CH:10]=3)[N:5]=[C:4]([N:13]3[CH2:19][C:18]4[CH:20]=[C:21]([F:24])[CH:22]=[CH:23][C:17]=4[S:16](=[O:26])(=[O:25])[CH2:15][CH2:14]3)[CH:3]=2)[CH2:32][O:31][CH2:30]1, predict the reactants needed to synthesize it. The reactants are: Cl[C:2]1[C:11]2[C:6](=[CH:7][CH:8]=[C:9]([Cl:12])[CH:10]=2)[N:5]=[C:4]([N:13]2[CH2:19][C:18]3[CH:20]=[C:21]([F:24])[CH:22]=[CH:23][C:17]=3[S:16](=[O:26])(=[O:25])[CH2:15][CH2:14]2)[CH:3]=1.[NH2:27][CH2:28][C:29]1([NH2:33])[CH2:32][O:31][CH2:30]1. (8) Given the product [F:1][C:2]1[CH:3]=[CH:4][C:5]([N:8]2[C:16]3[C:11](=[CH:12][C:13]([CH:17]([OH:18])[CH2:19][CH:20]([CH3:22])[CH3:21])=[CH:14][CH:15]=3)[CH:10]=[N:9]2)=[CH:6][CH:7]=1, predict the reactants needed to synthesize it. The reactants are: [F:1][C:2]1[CH:7]=[CH:6][C:5]([N:8]2[C:16]3[C:11](=[CH:12][C:13]([CH:17]=[O:18])=[CH:14][CH:15]=3)[CH:10]=[N:9]2)=[CH:4][CH:3]=1.[CH2:19]([Mg]Br)[CH:20]([CH3:22])[CH3:21].